Dataset: Forward reaction prediction with 1.9M reactions from USPTO patents (1976-2016). Task: Predict the product of the given reaction. Given the reactants [Cl:1][C:2]1[C:3]([CH2:12][O:13][C:14]2[CH:23]=[C:22]3[C:17]([CH2:18][CH2:19][C:20]([CH3:25])([CH3:24])[O:21]3)=[CH:16][CH:15]=2)=[CH:4][C:5]([F:11])=[C:6]([CH:10]=1)[C:7](O)=[O:8].[CH3:26][N:27]([CH3:32])[S:28](=[O:31])(=[O:30])[NH2:29].C(N(CC)C(C)C)(C)C.F[P-](F)(F)(F)(F)F.N1(OC(N(C)C)=[N+](C)C)C2N=CC=CC=2N=N1, predict the reaction product. The product is: [Cl:1][C:2]1[C:3]([CH2:12][O:13][C:14]2[CH:23]=[C:22]3[C:17]([CH2:18][CH2:19][C:20]([CH3:25])([CH3:24])[O:21]3)=[CH:16][CH:15]=2)=[CH:4][C:5]([F:11])=[C:6]([CH:10]=1)[C:7]([NH:29][S:28](=[O:31])(=[O:30])[N:27]([CH3:32])[CH3:26])=[O:8].